From a dataset of Tox21: 12 toxicity assays (nuclear receptors and stress response pathways). Binary classification across 12 toxicity assays. (1) The molecule is CN(N=O)C(N)=O. It tested positive (active) for: SR-HSE (Heat Shock Element response). (2) The compound is OC(c1ccccc1)(c1ccccc1)C1CN2CCC1CC2. It tested positive (active) for: NR-AR (Androgen Receptor agonist activity). (3) The compound is CCc1cccc2c3c([nH]c12)C(CC)(CC(=O)O)OCC3. It tested positive (active) for: SR-ARE (Antioxidant Response Element (oxidative stress)). (4) The molecule is c1ccc(NNc2ccccc2)cc1. It tested positive (active) for: NR-ER (Estrogen Receptor agonist activity). (5) The drug is Nc1ccc(Cl)c(Cl)c1. It tested positive (active) for: NR-AhR (Aryl hydrocarbon Receptor agonist activity). (6) The compound is O=C(O)Cc1ccc(OCCNC[C@H](O)c2ccccc2)cc1. It tested positive (active) for: SR-HSE (Heat Shock Element response). (7) The molecule is COc1cc(C)nc(-n2nc(C)cc2OC)n1. It tested positive (active) for: SR-HSE (Heat Shock Element response).